Predict the product of the given reaction. From a dataset of Forward reaction prediction with 1.9M reactions from USPTO patents (1976-2016). (1) Given the reactants [C:1]([O:5][C:6]([N:8]1[CH2:11][CH:10]([NH:12][C:13]([C:15]2[N:19]=[C:18]([C@H:20]([CH2:25][CH2:26][CH2:27][CH:28]3[CH2:33][CH2:32][CH2:31][CH2:30][CH2:29]3)[CH2:21][C:22](O)=[O:23])[O:17][N:16]=2)=[O:14])[CH2:9]1)=[O:7])([CH3:4])([CH3:3])[CH3:2].CN1CCOCC1.ClC(OCC(C)C)=O.C[Si](C)(C)[O:51][NH2:52], predict the reaction product. The product is: [CH:28]1([CH2:27][CH2:26][CH2:25][C@@H:20]([C:18]2[O:17][N:16]=[C:15]([C:13]([NH:12][CH:10]3[CH2:11][N:8]([C:6]([O:5][C:1]([CH3:4])([CH3:3])[CH3:2])=[O:7])[CH2:9]3)=[O:14])[N:19]=2)[CH2:21][C:22]([NH:52][OH:51])=[O:23])[CH2:33][CH2:32][CH2:31][CH2:30][CH2:29]1. (2) Given the reactants [OH:1][C:2]1([CH3:25])[CH2:8][N:7]([C:9]([O:11][C:12]([CH3:15])([CH3:14])[CH3:13])=[O:10])[CH2:6][CH2:5][N:4]([C:16]2[N:20]([CH3:21])[N:19]=[CH:18][C:17]=2[N+:22]([O-:24])=[O:23])[CH2:3]1.[H-].[Na+].I[CH3:29].O, predict the reaction product. The product is: [CH3:29][O:1][C:2]1([CH3:25])[CH2:8][N:7]([C:9]([O:11][C:12]([CH3:15])([CH3:14])[CH3:13])=[O:10])[CH2:6][CH2:5][N:4]([C:16]2[N:20]([CH3:21])[N:19]=[CH:18][C:17]=2[N+:22]([O-:24])=[O:23])[CH2:3]1.